From a dataset of Reaction yield outcomes from USPTO patents with 853,638 reactions. Predict the reaction yield, written as a fraction of the theoretical maximum amount of product (1.0 means a 100% yield; for example, 0.34 means a 34% yield). (1) The reactants are [NH2:1][C:2]1[C:11]2[S:10](=[O:13])(=[O:12])[N:9]=[C:8]([C:14]3[C:15](=[O:30])[N:16]([NH:25][CH2:26][CH:27]([CH3:29])[CH3:28])[C:17]4[C:22]([C:23]=3[OH:24])=[CH:21][CH:20]=[CH:19][CH:18]=4)[NH:7][C:6]=2[CH:5]=[CH:4][C:3]=1[OH:31].[Cl:32][CH2:33][C:34](OC)(OC)OC.C1(C)C=CC(S(O)(=O)=O)=CC=1. The catalyst is CN(C)C=O. The product is [Cl:32][CH2:33][C:34]1[O:31][C:3]2[CH:4]=[CH:5][C:6]3[NH:7][C:8]([C:14]4[C:15](=[O:30])[N:16]([NH:25][CH2:26][CH:27]([CH3:29])[CH3:28])[C:17]5[C:22]([C:23]=4[OH:24])=[CH:21][CH:20]=[CH:19][CH:18]=5)=[N:9][S:10](=[O:12])(=[O:13])[C:11]=3[C:2]=2[N:1]=1. The yield is 0.510. (2) The reactants are [Cl-].[CH3:2][O:3][CH2:4][P+](C1C=CC=CC=1)(C1C=CC=CC=1)C1C=CC=CC=1.CC([O-])(C)C.[K+].[Br:30][C:31]1[C:32]([O:39][CH3:40])=[N:33][CH:34]=[C:35]([CH:38]=1)[CH:36]=O. The catalyst is C1COCC1. The product is [Br:30][C:31]1[C:32]([O:39][CH3:40])=[N:33][CH:34]=[C:35](/[CH:36]=[CH:2]/[O:3][CH3:4])[CH:38]=1. The yield is 0.850. (3) The reactants are [Mg].Br[C:3]1[CH:8]=[CH:7][CH:6]=[C:5]([F:9])[CH:4]=1.BrCCBr.[Si:14]([O:21][CH2:22][C:23](N(OC)C)=[O:24])([C:17]([CH3:20])([CH3:19])[CH3:18])([CH3:16])[CH3:15]. No catalyst specified. The product is [Si:14]([O:21][CH2:22][C:23]([C:3]1[CH:8]=[CH:7][CH:6]=[C:5]([F:9])[CH:4]=1)=[O:24])([C:17]([CH3:20])([CH3:19])[CH3:18])([CH3:16])[CH3:15]. The yield is 0.930. (4) The reactants are [CH2:1]([N:3]1[C:11]2[CH2:10][C:9]([CH3:13])([CH3:12])[CH2:8][CH2:7][C:6]=2[C:5]([C:14]2[O:18][N:17]=[C:16]([C:19]3[CH:24]=[CH:23][N+:22]([O-])=[CH:21][CH:20]=3)[N:15]=2)=[N:4]1)[CH3:2].C(N(CC)CC)C.FC(F)(F)C(OC(=O)C(F)(F)F)=[O:36].C([O-])(O)=O.[Na+]. The catalyst is C1COCC1.C(OCC)(=O)C. The product is [CH2:1]([N:3]1[C:11]2[CH2:10][C:9]([CH3:13])([CH3:12])[CH2:8][CH2:7][C:6]=2[C:5]([C:14]2[O:18][N:17]=[C:16]([C:19]3[CH:24]=[CH:23][N:22]=[C:21]([OH:36])[CH:20]=3)[N:15]=2)=[N:4]1)[CH3:2]. The yield is 0.270. (5) The reactants are [CH2:1]([C:8]1[N:9]([CH2:19][C:20]([O:22]C)=[O:21])[C:10]([C:13]2[CH:18]=[CH:17][CH:16]=[CH:15][CH:14]=2)=[CH:11][CH:12]=1)[C:2]1[CH:7]=[CH:6][CH:5]=[CH:4][CH:3]=1.[Li+].[OH-]. The catalyst is C1COCC1. The product is [CH2:1]([C:8]1[N:9]([CH2:19][C:20]([OH:22])=[O:21])[C:10]([C:13]2[CH:14]=[CH:15][CH:16]=[CH:17][CH:18]=2)=[CH:11][CH:12]=1)[C:2]1[CH:3]=[CH:4][CH:5]=[CH:6][CH:7]=1. The yield is 0.960. (6) The reactants are [Cl:1][C:2]1[N:7]=[C:6]([NH:8][C:9](=[O:14])[C:10]([CH3:13])([CH3:12])[CH3:11])[CH:5]=[CH:4][CH:3]=1.[Cl:15]N1C(=O)CCC1=O. The catalyst is C(Cl)(Cl)Cl. The product is [Cl:15][C:3]1[CH:4]=[CH:5][C:6]([NH:8][C:9](=[O:14])[C:10]([CH3:11])([CH3:13])[CH3:12])=[N:7][C:2]=1[Cl:1]. The yield is 0.660.